This data is from Forward reaction prediction with 1.9M reactions from USPTO patents (1976-2016). The task is: Predict the product of the given reaction. Given the reactants [Cl:1][C:2]1[CH:3]=[CH:4][C:5]2[N:11]3[CH:12]=[CH:13][CH:14]=[C:10]3[C@@H:9]([CH2:15][CH2:16][CH2:17][N:18]3[CH:22]=[C:21]([C:23]([O:25]CC)=[O:24])[N:20]=[N:19]3)[O:8][C@H:7]([C:28]3[CH:33]=[CH:32][CH:31]=[C:30]([O:34][CH3:35])[C:29]=3[O:36][CH3:37])[C:6]=2[CH:38]=1.C(=O)([O-])[O-].[K+].[K+].Cl.C(OCC)(=O)C, predict the reaction product. The product is: [Cl:1][C:2]1[CH:3]=[CH:4][C:5]2[N:11]3[CH:12]=[CH:13][CH:14]=[C:10]3[C@@H:9]([CH2:15][CH2:16][CH2:17][N:18]3[CH:22]=[C:21]([C:23]([OH:25])=[O:24])[N:20]=[N:19]3)[O:8][C@H:7]([C:28]3[CH:33]=[CH:32][CH:31]=[C:30]([O:34][CH3:35])[C:29]=3[O:36][CH3:37])[C:6]=2[CH:38]=1.